Task: Predict the product of the given reaction.. Dataset: Forward reaction prediction with 1.9M reactions from USPTO patents (1976-2016) Given the reactants [CH:1]1([N:5]2[CH2:11][CH2:10][C:9]3[S:12][C:13]([CH:15]4[CH2:20][CH2:19][N:18]([C:21]5[CH:22]=[CH:23][C:24]([C:27](O)=[O:28])=[N:25][CH:26]=5)[CH2:17][CH2:16]4)=[N:14][C:8]=3[CH2:7][CH2:6]2)[CH2:4][CH2:3][CH2:2]1.C([N:32]1[CH:36]=[CH:35][N:34]=[CH:33]1)([N:32]1[CH:36]=[CH:35][N:34]=[CH:33]1)=O, predict the reaction product. The product is: [CH:1]1([N:5]2[CH2:11][CH2:10][C:9]3[S:12][C:13]([CH:15]4[CH2:16][CH2:17][N:18]([C:21]5[CH:26]=[N:25][C:24]([C:27]([N:32]6[CH:36]=[CH:35][N:34]=[CH:33]6)=[O:28])=[CH:23][CH:22]=5)[CH2:19][CH2:20]4)=[N:14][C:8]=3[CH2:7][CH2:6]2)[CH2:2][CH2:3][CH2:4]1.